Dataset: NCI-60 drug combinations with 297,098 pairs across 59 cell lines. Task: Regression. Given two drug SMILES strings and cell line genomic features, predict the synergy score measuring deviation from expected non-interaction effect. (1) Drug 1: CS(=O)(=O)C1=CC(=C(C=C1)C(=O)NC2=CC(=C(C=C2)Cl)C3=CC=CC=N3)Cl. Drug 2: C1=NNC2=C1C(=O)NC=N2. Cell line: MALME-3M. Synergy scores: CSS=1.94, Synergy_ZIP=0.0595, Synergy_Bliss=0.757, Synergy_Loewe=-4.33, Synergy_HSA=-2.18. (2) Drug 1: CC12CCC(CC1=CCC3C2CCC4(C3CC=C4C5=CN=CC=C5)C)O. Drug 2: C1=C(C(=O)NC(=O)N1)N(CCCl)CCCl. Cell line: SF-295. Synergy scores: CSS=43.4, Synergy_ZIP=1.27, Synergy_Bliss=4.03, Synergy_Loewe=2.45, Synergy_HSA=5.62. (3) Drug 1: CC1=C2C(C(=O)C3(C(CC4C(C3C(C(C2(C)C)(CC1OC(=O)C(C(C5=CC=CC=C5)NC(=O)C6=CC=CC=C6)O)O)OC(=O)C7=CC=CC=C7)(CO4)OC(=O)C)O)C)OC(=O)C. Drug 2: CN(C(=O)NC(C=O)C(C(C(CO)O)O)O)N=O. Cell line: MOLT-4. Synergy scores: CSS=27.3, Synergy_ZIP=-7.90, Synergy_Bliss=-17.0, Synergy_Loewe=-50.4, Synergy_HSA=-16.9. (4) Drug 1: CN(CC1=CN=C2C(=N1)C(=NC(=N2)N)N)C3=CC=C(C=C3)C(=O)NC(CCC(=O)O)C(=O)O. Drug 2: C(CCl)NC(=O)N(CCCl)N=O. Cell line: U251. Synergy scores: CSS=55.8, Synergy_ZIP=-10.0, Synergy_Bliss=-13.4, Synergy_Loewe=-12.0, Synergy_HSA=-8.77. (5) Drug 1: CC1=C(C=C(C=C1)NC2=NC=CC(=N2)N(C)C3=CC4=NN(C(=C4C=C3)C)C)S(=O)(=O)N.Cl. Drug 2: CC12CCC3C(C1CCC2O)C(CC4=C3C=CC(=C4)O)CCCCCCCCCS(=O)CCCC(C(F)(F)F)(F)F. Cell line: CAKI-1. Synergy scores: CSS=-1.20, Synergy_ZIP=-5.87, Synergy_Bliss=-14.4, Synergy_Loewe=-11.9, Synergy_HSA=-11.2. (6) Drug 1: C1=CC(=CC=C1CC(C(=O)O)N)N(CCCl)CCCl.Cl. Drug 2: C1=NC2=C(N1)C(=S)N=C(N2)N. Cell line: A549. Synergy scores: CSS=61.2, Synergy_ZIP=-8.92, Synergy_Bliss=-3.71, Synergy_Loewe=-5.89, Synergy_HSA=-1.12. (7) Drug 1: CCN(CC)CCNC(=O)C1=C(NC(=C1C)C=C2C3=C(C=CC(=C3)F)NC2=O)C. Drug 2: C1CC(=O)NC(=O)C1N2C(=O)C3=CC=CC=C3C2=O. Cell line: M14. Synergy scores: CSS=2.97, Synergy_ZIP=3.69, Synergy_Bliss=14.2, Synergy_Loewe=8.26, Synergy_HSA=6.45.